From a dataset of NCI-60 drug combinations with 297,098 pairs across 59 cell lines. Regression. Given two drug SMILES strings and cell line genomic features, predict the synergy score measuring deviation from expected non-interaction effect. (1) Drug 1: CN(CC1=CN=C2C(=N1)C(=NC(=N2)N)N)C3=CC=C(C=C3)C(=O)NC(CCC(=O)O)C(=O)O. Drug 2: C(CC(=O)O)C(=O)CN.Cl. Cell line: UACC-257. Synergy scores: CSS=55.8, Synergy_ZIP=-1.57, Synergy_Bliss=-0.857, Synergy_Loewe=-50.5, Synergy_HSA=0.516. (2) Drug 1: CC1=C(N=C(N=C1N)C(CC(=O)N)NCC(C(=O)N)N)C(=O)NC(C(C2=CN=CN2)OC3C(C(C(C(O3)CO)O)O)OC4C(C(C(C(O4)CO)O)OC(=O)N)O)C(=O)NC(C)C(C(C)C(=O)NC(C(C)O)C(=O)NCCC5=NC(=CS5)C6=NC(=CS6)C(=O)NCCC[S+](C)C)O. Drug 2: COCCOC1=C(C=C2C(=C1)C(=NC=N2)NC3=CC=CC(=C3)C#C)OCCOC.Cl. Cell line: HCT-15. Synergy scores: CSS=21.0, Synergy_ZIP=16.9, Synergy_Bliss=27.6, Synergy_Loewe=-11.0, Synergy_HSA=9.28. (3) Drug 1: CCC(=C(C1=CC=CC=C1)C2=CC=C(C=C2)OCCN(C)C)C3=CC=CC=C3.C(C(=O)O)C(CC(=O)O)(C(=O)O)O. Drug 2: C1=CN(C=N1)CC(O)(P(=O)(O)O)P(=O)(O)O. Cell line: SF-539. Synergy scores: CSS=-0.913, Synergy_ZIP=0.816, Synergy_Bliss=1.59, Synergy_Loewe=-3.32, Synergy_HSA=-2.77. (4) Drug 1: CN(C)C1=NC(=NC(=N1)N(C)C)N(C)C. Drug 2: C1=NC2=C(N1)C(=S)N=CN2. Cell line: COLO 205. Synergy scores: CSS=-4.94, Synergy_ZIP=-2.07, Synergy_Bliss=-5.84, Synergy_Loewe=-38.3, Synergy_HSA=-11.7. (5) Drug 1: CC12CCC3C(C1CCC2=O)CC(=C)C4=CC(=O)C=CC34C. Drug 2: CC1=CC2C(CCC3(C2CCC3(C(=O)C)OC(=O)C)C)C4(C1=CC(=O)CC4)C. Cell line: IGROV1. Synergy scores: CSS=15.5, Synergy_ZIP=3.59, Synergy_Bliss=0.678, Synergy_Loewe=-26.0, Synergy_HSA=-0.575. (6) Drug 1: C1=NC(=NC(=O)N1C2C(C(C(O2)CO)O)O)N. Drug 2: CC1C(C(CC(O1)OC2CC(CC3=C2C(=C4C(=C3O)C(=O)C5=CC=CC=C5C4=O)O)(C(=O)C)O)N)O. Cell line: SF-268. Synergy scores: CSS=39.7, Synergy_ZIP=-0.644, Synergy_Bliss=2.61, Synergy_Loewe=-14.9, Synergy_HSA=3.86.